From a dataset of Experimentally validated miRNA-target interactions with 360,000+ pairs, plus equal number of negative samples. Binary Classification. Given a miRNA mature sequence and a target amino acid sequence, predict their likelihood of interaction. (1) The miRNA is mmu-miR-542-3p with sequence UGUGACAGAUUGAUAACUGAAA. The protein sequence of the target gene is MAAARVLRTWSQNAVRLTCVRYFQTFNSARVLKPKCVCSVGYPLFKYSQPRHSLRTAAVLQGQVVQFKLSDIGEGIREVTIKEWYVKEGDTVSQFDSICEVQSDKASVTITSRYDGVIKRLYYNLDDIAYVGKPLIDIETEALKDSEEDVVETPAVSHDEHTHQEIKGQKTLATPAVRRLAMENNIKLSEVVGSGKDGRILKEDILSFLEKQTGAILPPSPKSEITPPPPQPKDRTFPTPIAKPPVFTGKDRTEPVTGFQKAMVKTMSAALKIPHFGYCDEIDLTQLVKLREELKPVALA.... Result: 0 (no interaction). (2) The miRNA is mmu-miR-872-5p with sequence AAGGUUACUUGUUAGUUCAGG. The protein sequence of the target gene is MEYPGIKVDTVTSGIQRRVKGRIAKTNLNVSLASKIKAKILNNSSIFKISLKHNNRALARALSKEKENSRRITTEKMQLQKEVEKLNFENTFLRLKLNTLNKKLVEIESHVSNDLLTAIEISSLSEFHQGSFLLSATKKQRNSKQCKPAHLPYARVLLTSENDDDDGADDKWQTKCNNRTISKTSPDSTSSVSRQPSSLHQCNLKAFPPKEDNQKTCGSGHLEHTSSVDILPNESHSDQSPKSSLSEMKTAPSPSLRREKLSHGNVTMRKKCVSSTPDILYVTDLDHQPTSSPGSNWNNE.... Result: 0 (no interaction). (3) Result: 1 (interaction). The protein sequence of the target gene is MLCSLLLCECLLLVAGYAHDDDWIDPTDMLNYDAASGTMRKSQAKYGISGEKDVSPDLSCADEISECYHKLDSLTYKIDECEKKKREDYESQSNPVFRRYLNKILIEAGKLGLPDENKGDMHYDAEIILKRETLLEIQKFLNGEDWKPGALDDALSDILINFKFHDFETWKWRFEDSFGVDPYNVLMVLLCLLCIVVLVATELWTYVRWYTQLRRVLIISFLFSLGWNWMYLYKLAFAQHQAEVAKMEPLNNVCAKKMDWTGSIWEWFRSSWTYKDDPCQKYYELLLVNPIWLVPPTKAL.... The miRNA is hsa-miR-377-5p with sequence AGAGGUUGCCCUUGGUGAAUUC. (4) The miRNA is mmu-miR-453 with sequence AGGUUGCCUCAUAGUGAGCUUGCA. The protein sequence of the target gene is MLTRNPKTKSSLQILQDSVKWHHMAHKVNSLLDAYSGLLSNESMILAVNSSFVDPLLQFESQLKIIESSFGMLVVMPSLDKVKEMGSSYEYIEDMENLYHNILNIYENILTSLVSKDLYKLQILKEMLVWMSKDSSYLQERIMVIINKVLRFTVTKVRKYISVDAPCLGLLAAELSLLCSHEDPSIVKQASLGMCHLLYIARCQNDIGTNKPTNGKSHSLQFPSSDVEFLPKEFQQDESKIAQRVGQTLLPPLLTDFVQSLLMKLSSPDDKIASDAASILIFTLEFHAEKVTMVSKIVDA.... Result: 0 (no interaction). (5) The miRNA is mmu-miR-3099-3p with sequence UAGGCUAGAGAGAGGUUGGGGA. The protein sequence of the target gene is MDRDEEPLSARPALETESLRFLHVTVGSLLASYGWYILFSCILLYIVIQRLSLRLRALRQRQLDQAETVLEPDVVVKRQEALAAARLRMQEDLNAQVEKHKEKLRQLEEEKRRQKIEMWDSMQEGRSYKRNSGRPQEEDGPGPSTSSVIPKGKSDKKPLRGGGYNPLTGEGGGTCSWRPGRRGPSSGGUN. Result: 0 (no interaction). (6) The miRNA is hsa-miR-610 with sequence UGAGCUAAAUGUGUGCUGGGA. The protein sequence of the target gene is MEAPLQTGMMGTSSHGLATNSSGAKVAERDGFQDVLAPGEGSAGRICGAQPVPFVPQVLGVMIGAGVAVVVTAVLILLVVRRLRVPKTPAPDGPRYRFRKRDKVLFYGRKIMRKVSQSTSSLVDTSVSATSRPRMRKKLKMLNIAKKILRIQKETPTLQRKEPPPAVLEADLTEGDLANSHLPSEVLYMLKNVRVLGHFEKPLFLELCRHMVFQRLGQGDYVFRPGQPDASIYVVQDGLLELCLPGPDGKECVVKEVVPGDSVNSLLSILDVITGHQHPQRTVSARAARDSTVLRLPVEA.... Result: 1 (interaction).